This data is from Reaction yield outcomes from USPTO patents with 853,638 reactions. The task is: Predict the reaction yield, written as a fraction of the theoretical maximum amount of product (1.0 means a 100% yield; for example, 0.34 means a 34% yield). The reactants are [Br:1][C:2]1[N:3]=[C:4]([C:7](=[N:15][NH2:16])[NH:8][C@@H:9]([CH3:14])[C:10]([F:13])([F:12])[F:11])[S:5][CH:6]=1.[CH2:17](OC(OCC)OCC)C. No catalyst specified. The product is [Br:1][C:2]1[N:3]=[C:4]([C:7]2[N:8]([C@@H:9]([CH3:14])[C:10]([F:13])([F:11])[F:12])[CH:17]=[N:16][N:15]=2)[S:5][CH:6]=1. The yield is 0.770.